This data is from Full USPTO retrosynthesis dataset with 1.9M reactions from patents (1976-2016). The task is: Predict the reactants needed to synthesize the given product. (1) Given the product [CH2:16]([C:15]1[N:12]=[C:11]([N:8]2[CH2:7][CH2:6][C:5]3([O:4][CH2:3][CH2:2][O:1]3)[CH2:10][CH2:9]2)[O:13][N:14]=1)[CH2:17][CH3:18], predict the reactants needed to synthesize it. The reactants are: [O:1]1[C:5]2([CH2:10][CH2:9][N:8]([C:11]#[N:12])[CH2:7][CH2:6]2)[O:4][CH2:3][CH2:2]1.[OH:13][NH:14][C:15](=N)[CH2:16][CH2:17][CH3:18]. (2) The reactants are: [Br:1][CH:2]([C:6]1[CH:11]=[CH:10][CH:9]=[CH:8][C:7]=1[Cl:12])[C:3]([OH:5])=[O:4].S(=O)(=O)(O)O.O.[CH3:19]O. Given the product [CH3:19][O:4][C:3](=[O:5])[CH:2]([Br:1])[C:6]1[CH:11]=[CH:10][CH:9]=[CH:8][C:7]=1[Cl:12], predict the reactants needed to synthesize it.